Dataset: Forward reaction prediction with 1.9M reactions from USPTO patents (1976-2016). Task: Predict the product of the given reaction. (1) Given the reactants [CH3:1][C:2]1[C:7]([CH2:8][NH:9][CH:10]2[CH2:15][CH2:14][N:13]([CH2:16][C:17]([O:19]C)=[O:18])[CH2:12][CH2:11]2)=[CH:6][CH:5]=[CH:4][N:3]=1.[Li+].[OH-].Cl, predict the reaction product. The product is: [CH3:1][C:2]1[C:7]([CH2:8][NH:9][CH:10]2[CH2:15][CH2:14][N:13]([CH2:16][C:17]([OH:19])=[O:18])[CH2:12][CH2:11]2)=[CH:6][CH:5]=[CH:4][N:3]=1. (2) Given the reactants [NH:1]1[C:9]2[C:4](=[C:5]([CH2:10][OH:11])[CH:6]=[CH:7][CH:8]=2)[CH:3]=[CH:2]1.[BH3-]C#N.[Na+].O.C([O-])(O)=O.[Na+], predict the reaction product. The product is: [NH:1]1[C:9]2[C:4](=[C:5]([CH2:10][OH:11])[CH:6]=[CH:7][CH:8]=2)[CH2:3][CH2:2]1. (3) Given the reactants C[O:2][C:3]1[CH:10]=[C:9]([N+:11]([O-:13])=[O:12])[CH:8]=[CH:7][C:4]=1[C:5]#[N:6].[Cl-].[Li+], predict the reaction product. The product is: [OH:2][C:3]1[CH:10]=[C:9]([N+:11]([O-:13])=[O:12])[CH:8]=[CH:7][C:4]=1[C:5]#[N:6].